From a dataset of Reaction yield outcomes from USPTO patents with 853,638 reactions. Predict the reaction yield, written as a fraction of the theoretical maximum amount of product (1.0 means a 100% yield; for example, 0.34 means a 34% yield). (1) The reactants are [CH3:1][C:2]1[C:3]([NH:15][C:16]2[CH:24]=[CH:23][C:19]([C:20]([O-:22])=[O:21])=[CH:18][CH:17]=2)=[CH:4][C:5]2[C:6]([CH3:14])=[CH:7][CH2:8][C:9]([CH3:13])([CH3:12])[C:10]=2[CH:11]=1.[CH2:25]1[CH2:29]OCC1.[CH:30](=O)[CH3:31].[BH3-]C#N.[Na+]. The catalyst is C(OCC)(=O)C.O.C(O)(=O)C. The product is [CH2:25]([N:15]([C:3]1[C:2]([CH3:1])=[CH:11][C:10]2[C:9]([CH3:12])([CH3:13])[CH2:8][CH:7]=[C:6]([CH3:14])[C:5]=2[CH:4]=1)[C:16]1[CH:17]=[CH:18][C:19]([C:20]([O:22][CH2:30][CH3:31])=[O:21])=[CH:23][CH:24]=1)[CH3:29]. The yield is 0.880. (2) The reactants are Cl[C:2]1[C:3]([C:16]2[CH:21]=[CH:20][C:19]([F:22])=[CH:18][CH:17]=2)=[N:4][C:5]2[C:10]([N:11]=1)=[CH:9][C:8]([C:12]([O:14][CH3:15])=[O:13])=[CH:7][CH:6]=2.CCN(C(C)C)C(C)C.[NH:32]1[CH2:37][CH2:36][NH:35][CH2:34][CH2:33]1. The catalyst is CS(C)=O. The product is [F:22][C:19]1[CH:20]=[CH:21][C:16]([C:3]2[C:2]([N:32]3[CH2:37][CH2:36][NH:35][CH2:34][CH2:33]3)=[N:11][C:10]3[C:5](=[CH:6][CH:7]=[C:8]([C:12]([O:14][CH3:15])=[O:13])[CH:9]=3)[N:4]=2)=[CH:17][CH:18]=1. The yield is 0.740. (3) The reactants are [NH:1]1[CH2:4][CH:3]([C:5]2[NH:38][C:8]3[N:9]=[N:10][C:11]([CH2:13][CH2:14][CH2:15][CH2:16][N:17]4[CH:21]=[C:20]([C:22]([NH:24][CH2:25][C:26]5[CH:31]=[C:30]([O:32][C:33]([F:36])([F:35])[F:34])[CH:29]=[CH:28][C:27]=5[F:37])=[O:23])[N:19]=[N:18]4)=[CH:12][C:7]=3[CH:6]=2)[CH2:2]1.[F:39][C:40]([F:48])([F:47])[C:41]([CH3:46])([CH3:45])[C:42](O)=[O:43].C(Cl)CCl.C1C=CC2N(O)N=NC=2C=1.[OH-].[Na+]. The catalyst is CN(C=O)C.C(Cl)Cl. The product is [F:37][C:27]1[CH:28]=[CH:29][C:30]([O:32][C:33]([F:35])([F:36])[F:34])=[CH:31][C:26]=1[CH2:25][NH:24][C:22]([C:20]1[N:19]=[N:18][N:17]([CH2:16][CH2:15][CH2:14][CH2:13][C:11]2[N:10]=[N:9][C:8]3[NH:38][C:5]([CH:3]4[CH2:2][N:1]([C:42](=[O:43])[C:41]([CH3:46])([CH3:45])[C:40]([F:48])([F:47])[F:39])[CH2:4]4)=[CH:6][C:7]=3[CH:12]=2)[CH:21]=1)=[O:23]. The yield is 0.220. (4) The reactants are [Cl:1][C:2]1[CH:3]=[C:4]([CH2:9][C:10]([O:12][CH3:13])=[O:11])[CH:5]=[CH:6][C:7]=1[OH:8].C([O-])([O-])=O.[K+].[K+].[Cl:20][C:21]1[CH:41]=[CH:40][C:24]([CH2:25][CH2:26][NH:27][C:28](=[O:39])[C:29]2[CH:34]=[CH:33][C:32](Cl)=[C:31]([N+:36]([O-:38])=[O:37])[CH:30]=2)=[CH:23][CH:22]=1. The catalyst is CS(C)=O.C(Cl)Cl. The product is [Cl:20][C:21]1[CH:22]=[CH:23][C:24]([CH2:25][CH2:26][NH:27][C:28]([C:29]2[CH:34]=[CH:33][C:32]([O:8][C:7]3[CH:6]=[CH:5][C:4]([CH2:9][C:10]([O:12][CH3:13])=[O:11])=[CH:3][C:2]=3[Cl:1])=[C:31]([N+:36]([O-:38])=[O:37])[CH:30]=2)=[O:39])=[CH:40][CH:41]=1. The yield is 0.463. (5) No catalyst specified. The yield is 0.670. The reactants are [NH:1]1[C:5]([C@@H:6]([C:8]2[CH:13]=[CH:12][C:11]([NH:14][C:15]3[S:16][CH:17]=[C:18]([C:20]([F:23])([F:22])[F:21])[N:19]=3)=[CH:10][CH:9]=2)[CH3:7])=[CH:4][CH:3]=[N:2]1.CC[O:26]C(C)=O. The product is [F:23][C:20]([F:22])([F:21])[C:18]1[N:19]=[C:15]([NH:14][C:11]2[CH:12]=[CH:13][C:8]([C@H:6]([C:5]3[N:1]([OH:26])[N:2]=[CH:3][CH:4]=3)[CH3:7])=[CH:9][CH:10]=2)[S:16][CH:17]=1.